Dataset: Full USPTO retrosynthesis dataset with 1.9M reactions from patents (1976-2016). Task: Predict the reactants needed to synthesize the given product. Given the product [Cl:69][C:64]1[CH:65]=[C:66]([O:67][CH3:68])[C:61]([S:54][CH2:52][CH3:53])=[C:62]([CH:63]=1)[CH:70]=[O:71], predict the reactants needed to synthesize it. The reactants are: C1(P(C2C=CC=CC=2)C2C=CC=C3C=2OC2C(P(C4C=CC=CC=4)C4C=CC=CC=4)=CC=CC=2C3(C)C)C=CC=CC=1.CCN(C(C)C)C(C)C.[CH2:52]([SH:54])[CH3:53].FC(F)(F)S(O[C:61]1[C:66]([O:67][CH3:68])=[CH:65][C:64]([Cl:69])=[CH:63][C:62]=1[CH:70]=[O:71])(=O)=O.